Task: Predict the reactants needed to synthesize the given product.. Dataset: Full USPTO retrosynthesis dataset with 1.9M reactions from patents (1976-2016) (1) Given the product [OH:17][C@@H:13]1[C@@H:14]([OH:16])[CH2:15][N:11]([C:4]2[N:3]=[C:2]([C:27]3[CH:26]=[CH:25][C:24]([O:23][C:22]4[CH:21]=[CH:20][C:19]([F:18])=[CH:40][CH:39]=4)=[CH:29][CH:28]=3)[N:7]=[C:6]([C:8]([NH2:10])=[O:9])[CH:5]=2)[CH2:12]1, predict the reactants needed to synthesize it. The reactants are: Cl[C:2]1[N:7]=[C:6]([C:8]([NH2:10])=[O:9])[CH:5]=[C:4]([N:11]2[CH2:15][C@H:14]([OH:16])[C@@H:13]([OH:17])[CH2:12]2)[N:3]=1.[F:18][C:19]1[CH:40]=[CH:39][C:22]([O:23][C:24]2[CH:29]=[CH:28][C:27](B3OC(C)(C)C(C)(C)O3)=[CH:26][CH:25]=2)=[CH:21][CH:20]=1.C([O-])([O-])=O.[Na+].[Na+]. (2) Given the product [C:1](=[C:4]1[CH:8]2[C:9]([CH3:11])=[CH:10][CH:5]1[C:6]([CH2:13][O:14][C:21](=[O:23])[CH3:22])([CH3:12])[CH2:7]2)([CH3:3])[CH3:2], predict the reactants needed to synthesize it. The reactants are: [C:1](=[C:4]1[CH:8]2[C:9]([CH3:11])=[CH:10][CH:5]1[C:6]([CH2:13][OH:14])([CH3:12])[CH2:7]2)([CH3:3])[CH3:2].N1C=CC=CC=1.[C:21](Cl)(=[O:23])[CH3:22].